From a dataset of Forward reaction prediction with 1.9M reactions from USPTO patents (1976-2016). Predict the product of the given reaction. Given the reactants [F:1][C:2]1[CH:7]=[C:6]([F:8])[CH:5]=[CH:4][C:3]=1[S:9](Cl)(=[O:11])=[O:10].[NH2:13][C:14]1[C:23]([C:24]([O:26][CH3:27])=[O:25])=[C:22]2[C:17]([CH:18]3[CH2:28][CH:19]3[CH2:20][O:21]2)=[CH:16][CH:15]=1, predict the reaction product. The product is: [F:1][C:2]1[CH:7]=[C:6]([F:8])[CH:5]=[CH:4][C:3]=1[S:9]([NH:13][C:14]1[C:23]([C:24]([O:26][CH3:27])=[O:25])=[C:22]2[C:17]([CH:18]3[CH2:28][CH:19]3[CH2:20][O:21]2)=[CH:16][CH:15]=1)(=[O:11])=[O:10].